Dataset: Forward reaction prediction with 1.9M reactions from USPTO patents (1976-2016). Task: Predict the product of the given reaction. (1) The product is: [C:1]([O-:14])(=[O:13])[CH2:2][CH2:3][CH2:4][CH2:5][CH2:6][CH2:7][CH2:8][CH2:9][CH2:10][CH2:11][CH3:12].[Na+:17]. Given the reactants [C:1]([OH:14])(=[O:13])[CH2:2][CH2:3][CH2:4][CH2:5][CH2:6][CH2:7][CH2:8][CH2:9][CH2:10][CH2:11][CH3:12].O.[OH-].[Na+:17], predict the reaction product. (2) Given the reactants Cl.[N+:2]([C:5]1[CH:20]=[CH:19][C:8]([O:9][C:10]([O:12][CH2:13][C:14]2[S:18][CH:17]=[N:16][CH:15]=2)=[O:11])=[CH:7][CH:6]=1)([O-:4])=[O:3].C(=O)([O-])[O-].[K+].[K+], predict the reaction product. The product is: [N+:2]([C:5]1[CH:6]=[CH:7][C:8]([O:9][C:10]([O:12][CH2:13][C:14]2[S:18][CH:17]=[N:16][CH:15]=2)=[O:11])=[CH:19][CH:20]=1)([O-:4])=[O:3]. (3) Given the reactants [C:1]([NH:6][C@H:7]([C:13]([OH:15])=[O:14])CCC(O)=O)(=[O:5])[C:2]([CH3:4])=[CH2:3].NCC(O)=O.[OH-].[Na+].C(Cl)(=O)C(C)=C, predict the reaction product. The product is: [C:1]([NH:6][CH2:7][C:13]([OH:15])=[O:14])(=[O:5])[C:2]([CH3:4])=[CH2:3]. (4) Given the reactants [CH:1]1[C:9]2[C:8]3[CH:10]=[CH:11][CH:12]=[CH:13][C:7]=3[O:6][C:5]=2[CH:4]=[C:3](N)[CH:2]=1.[ClH:15].N([O-])=O.[Na+].[S:20](=[O:22])=[O:21], predict the reaction product. The product is: [CH:1]1[C:9]2[C:8]3[CH:10]=[CH:11][CH:12]=[CH:13][C:7]=3[O:6][C:5]=2[CH:4]=[C:3]([S:20]([Cl:15])(=[O:22])=[O:21])[CH:2]=1. (5) The product is: [CH3:16][C:15]1[N:7]=[C:2]2[CH:3]=[CH:4][CH:5]=[CH:6][N:1]2[C:9]=1[C:10]([OH:12])=[O:11]. Given the reactants [N:1]1[CH:6]=[CH:5][CH:4]=[CH:3][C:2]=1[NH2:7].Cl[CH:9]([C:15](=O)[CH3:16])[C:10]([O:12]CC)=[O:11], predict the reaction product. (6) Given the reactants [Br:1][C:2]1[CH:7]=[CH:6][C:5](/[CH:8]=[CH:9]/[C:10]([O:12][CH2:13][CH3:14])=[O:11])=[CH:4][C:3]=1[F:15].[BH4-].[Na+], predict the reaction product. The product is: [Br:1][C:2]1[CH:7]=[CH:6][C:5]([CH2:8][CH2:9][C:10]([O:12][CH2:13][CH3:14])=[O:11])=[CH:4][C:3]=1[F:15].